From a dataset of Forward reaction prediction with 1.9M reactions from USPTO patents (1976-2016). Predict the product of the given reaction. (1) Given the reactants Br[C:2]1[CH:3]=[C:4]2[C:8](=[CH:9][C:10]=1[N+:11]([O-:13])=[O:12])[N:7]([C:14]([C:27]1[CH:32]=[CH:31][CH:30]=[CH:29][CH:28]=1)([C:21]1[CH:26]=[CH:25][CH:24]=[CH:23][CH:22]=1)[C:15]1[CH:20]=[CH:19][CH:18]=[CH:17][CH:16]=1)[N:6]=[C:5]2[C:33]1[CH:38]=[CH:37][N:36]=[C:35]([CH3:39])[CH:34]=1.[C:40]([O:44][CH3:45])(=[O:43])[CH:41]=[CH2:42].C1(C)C=CC=CC=1P(C1C=CC=CC=1C)C1C=CC=CC=1C.C(N(CC)CC)C, predict the reaction product. The product is: [CH3:39][C:35]1[CH:34]=[C:33]([C:5]2[C:4]3[C:8](=[CH:9][C:10]([N+:11]([O-:13])=[O:12])=[C:2](/[CH:42]=[CH:41]/[C:40]([O:44][CH3:45])=[O:43])[CH:3]=3)[N:7]([C:14]([C:21]3[CH:22]=[CH:23][CH:24]=[CH:25][CH:26]=3)([C:15]3[CH:20]=[CH:19][CH:18]=[CH:17][CH:16]=3)[C:27]3[CH:28]=[CH:29][CH:30]=[CH:31][CH:32]=3)[N:6]=2)[CH:38]=[CH:37][N:36]=1. (2) The product is: [F:1][CH2:2][C@@:3]1([C:47]([OH:49])=[O:48])[CH2:8][CH2:7][C:6]([C:9]2[C:10]([CH3:46])([CH3:45])[C@H:11]3[C@:24]([CH3:27])([CH2:25][CH:26]=2)[C@@H:23]2[C@:14]([CH3:44])([C@@:15]4([CH3:43])[C@H:20]([CH2:21][CH2:22]2)[C@H:19]2[C@H:28]([C:31]([CH3:33])=[CH2:32])[CH2:29][CH2:30][C@:18]2([NH:34][CH2:35][CH2:36][CH:37]2[CH2:42][CH2:41][O:40][CH2:39][CH2:38]2)[CH2:17][CH2:16]4)[CH2:13][CH2:12]3)=[CH:5][CH2:4]1. Given the reactants [F:1][CH2:2][C@@:3]1([C:47]([O:49]CC2C=CC=CC=2)=[O:48])[CH2:8][CH2:7][C:6]([C:9]2[C:10]([CH3:46])([CH3:45])[C@H:11]3[C@:24]([CH3:27])([CH2:25][CH:26]=2)[C@@H:23]2[C@:14]([CH3:44])([C@@:15]4([CH3:43])[C@H:20]([CH2:21][CH2:22]2)[C@H:19]2[C@H:28]([C:31]([CH3:33])=[CH2:32])[CH2:29][CH2:30][C@:18]2([NH:34][CH2:35][CH2:36][CH:37]2[CH2:42][CH2:41][O:40][CH2:39][CH2:38]2)[CH2:17][CH2:16]4)[CH2:13][CH2:12]3)=[CH:5][CH2:4]1.N[C@]12CC[C@@H](C(C)=C)[C@@H]1[C@@H]1[C@@](C)(CC2)[C@@]2(C)[C@@H]([C@]3(C)[C@@H](CC2)C(C)(C)C(C2CC[C@@](CF)(C(OCC4C=CC=CC=4)=O)CC=2)=CC3)CC1.BrCCC1CCOCC1.[O-]P([O-])([O-])=O.[K+].[K+].[K+].[Na+].[I-], predict the reaction product. (3) Given the reactants [N:1]1[CH:6]=[CH:5][N:4]=[CH:3][C:2]=1[NH2:7].Br[CH2:9][C:10]([C:12]1[CH:17]=[CH:16][C:15]([F:18])=[CH:14][CH:13]=1)=O.C(=O)(O)[O-].[Na+], predict the reaction product. The product is: [F:18][C:15]1[CH:16]=[CH:17][C:12]([C:10]2[N:7]=[C:2]3[CH:3]=[N:4][CH:5]=[CH:6][N:1]3[CH:9]=2)=[CH:13][CH:14]=1. (4) The product is: [NH2:1][C:4]1[CH:5]=[CH:6][C:7]([O:8][C:9]2[C:18]3[C:13](=[CH:14][C:15]([O:19][CH2:20][C@H:21]([OH:23])[CH3:22])=[CH:16][CH:17]=3)[N:12]=[CH:11][CH:10]=2)=[CH:24][CH:25]=1. Given the reactants [N+:1]([C:4]1[CH:25]=[CH:24][C:7]([O:8][C:9]2[C:18]3[C:13](=[CH:14][C:15]([O:19][CH2:20][C@H:21]([OH:23])[CH3:22])=[CH:16][CH:17]=3)[N:12]=[CH:11][CH:10]=2)=[CH:6][CH:5]=1)([O-])=O.C(O[K])=O, predict the reaction product.